Regression. Given two drug SMILES strings and cell line genomic features, predict the synergy score measuring deviation from expected non-interaction effect. From a dataset of NCI-60 drug combinations with 297,098 pairs across 59 cell lines. Drug 1: COC1=CC(=CC(=C1O)OC)C2C3C(COC3=O)C(C4=CC5=C(C=C24)OCO5)OC6C(C(C7C(O6)COC(O7)C8=CC=CS8)O)O. Drug 2: CC1=C(C(CCC1)(C)C)C=CC(=CC=CC(=CC(=O)O)C)C. Cell line: NCI-H522. Synergy scores: CSS=29.8, Synergy_ZIP=-10.6, Synergy_Bliss=-5.18, Synergy_Loewe=-5.23, Synergy_HSA=-2.12.